From a dataset of Forward reaction prediction with 1.9M reactions from USPTO patents (1976-2016). Predict the product of the given reaction. (1) Given the reactants Cl[C:2]1[S:3][C:4]2[CH:10]=[C:9]([Cl:11])[CH:8]=[CH:7][C:5]=2[N:6]=1.[Br:12][C:13]1[CH:19]=[CH:18][C:16]([NH2:17])=[CH:15][CH:14]=1.Cl.O1CCOCC1, predict the reaction product. The product is: [Br:12][C:13]1[CH:19]=[CH:18][C:16]([NH:17][C:2]2[S:3][C:4]3[CH:10]=[C:9]([Cl:11])[CH:8]=[CH:7][C:5]=3[N:6]=2)=[CH:15][CH:14]=1. (2) Given the reactants Cl[C:2]1[N:7]=[CH:6][C:5]([C:8]2[CH:13]=[CH:12][N:11]=[C:10]([NH:14][C:15]3[CH:16]=[C:17]([NH:22][C:23](=[O:34])[C:24]4[CH:29]=[CH:28][CH:27]=[C:26]([C:30]([F:33])([F:32])[F:31])[CH:25]=4)[CH:18]=[CH:19][C:20]=3[CH3:21])[N:9]=2)=[CH:4][CH:3]=1.[NH:35]1[CH2:40][CH2:39][CH:38]([OH:41])[CH2:37][CH2:36]1, predict the reaction product. The product is: [OH:41][CH:38]1[CH2:39][CH2:40][N:35]([C:2]2[CH:3]=[CH:4][C:5]([C:8]3[CH:13]=[CH:12][N:11]=[C:10]([NH:14][C:15]4[CH:16]=[C:17]([NH:22][C:23](=[O:34])[C:24]5[CH:29]=[CH:28][CH:27]=[C:26]([C:30]([F:33])([F:31])[F:32])[CH:25]=5)[CH:18]=[CH:19][C:20]=4[CH3:21])[N:9]=3)=[CH:6][N:7]=2)[CH2:36][CH2:37]1. (3) Given the reactants [CH3:1][NH:2][C:3]1[CH:8]=[CH:7][CH:6]=[C:5]([O:9][CH3:10])[CH:4]=1.[Br:11][CH2:12][CH2:13][CH2:14]Br.C([O-])([O-])=O.[K+].[K+].C1OCCOCCOCCOCCOCCOC1.BrCCCN(C)C1C=CC=CC=1, predict the reaction product. The product is: [Br:11][CH2:12][CH2:13][CH2:14][N:2]([CH3:1])[C:3]1[CH:8]=[CH:7][CH:6]=[C:5]([O:9][CH3:10])[CH:4]=1.